Predict the product of the given reaction. From a dataset of Forward reaction prediction with 1.9M reactions from USPTO patents (1976-2016). (1) Given the reactants [Cl:1][C:2]1[CH:7]=[C:6]([Cl:8])[CH:5]=[CH:4][C:3]=1[CH2:9][CH2:10][NH:11][C:12]1[N:17]=[C:16]([O:18][CH3:19])[N:15]=[C:14]([C:20]2[CH:21]=[C:22]([CH:26]=[CH:27][CH:28]=2)[C:23]([OH:25])=[O:24])[CH:13]=1.Cl, predict the reaction product. The product is: [ClH:1].[Cl:1][C:2]1[CH:7]=[C:6]([Cl:8])[CH:5]=[CH:4][C:3]=1[CH2:9][CH2:10][NH:11][C:12]1[N:17]=[C:16]([O:18][CH3:19])[N:15]=[C:14]([C:20]2[CH:21]=[C:22]([CH:26]=[CH:27][CH:28]=2)[C:23]([OH:25])=[O:24])[CH:13]=1. (2) Given the reactants CO[C:3](=[O:29])/[CH:4]=[CH:5]/[C:6]1[C:7]([NH:21][C:22]2[CH:27]=[CH:26][CH:25]=[CH:24][C:23]=2[Cl:28])=[N:8][C:9](SC)=[N:10][C:11]=1[C:12]1[CH:17]=[CH:16][CH:15]=[CH:14][C:13]=1[Cl:18].[CH3:30][O-:31].[Na+], predict the reaction product. The product is: [Cl:18][C:13]1[CH:14]=[CH:15][CH:16]=[CH:17][C:12]=1[C:11]1[C:6]2[CH:5]=[CH:4][C:3](=[O:29])[N:21]([C:22]3[CH:27]=[CH:26][CH:25]=[CH:24][C:23]=3[Cl:28])[C:7]=2[N:8]=[C:9]([O:31][CH3:30])[N:10]=1. (3) Given the reactants C1(P(=O)(C2C=CC=CC=2)C2C=CC=CC=2)C=CC=CC=1.FC(F)(F)C(OC(=O)C(F)(F)F)=O.C([S:41][CH:42]([CH:64]([O:67][CH3:68])[O:65][CH3:66])[CH2:43][NH:44][C:45]([C:47]1[NH:48][C:49]2[C:54]([CH:55]=1)=[CH:53][C:52]([O:56][CH2:57][CH2:58][O:59][CH3:60])=[CH:51][C:50]=2[N+:61]([O-:63])=[O:62])=O)C1C=CC=CC=1.C1(SC)C=CC=CC=1, predict the reaction product. The product is: [CH3:66][O:65][CH:64]([O:67][CH3:68])[CH:42]1[S:41][C:45]([C:47]2[NH:48][C:49]3[C:54]([CH:55]=2)=[CH:53][C:52]([O:56][CH2:57][CH2:58][O:59][CH3:60])=[CH:51][C:50]=3[N+:61]([O-:63])=[O:62])=[N:44][CH2:43]1.